The task is: Predict the reaction yield, written as a fraction of the theoretical maximum amount of product (1.0 means a 100% yield; for example, 0.34 means a 34% yield).. This data is from Reaction yield outcomes from USPTO patents with 853,638 reactions. (1) The reactants are Br[C:2]1[CH:3]=[C:4]([CH:7]=[CH:8][C:9]=1[F:10])[CH:5]=[O:6].C([Sn](CCCC)(CCCC)[C:16]1[O:17][CH:18]=[CH:19][CH:20]=1)CCC.C(OC(OC(C)(C)C)=O)(OC(C)(C)C)=O. The catalyst is CN(C=O)C.C(OCC)(=O)C.C1C=CC([P]([Pd]([P](C2C=CC=CC=2)(C2C=CC=CC=2)C2C=CC=CC=2)([P](C2C=CC=CC=2)(C2C=CC=CC=2)C2C=CC=CC=2)[P](C2C=CC=CC=2)(C2C=CC=CC=2)C2C=CC=CC=2)(C2C=CC=CC=2)C2C=CC=CC=2)=CC=1. The product is [F:10][C:9]1[CH:8]=[CH:7][C:4]([CH:5]=[O:6])=[CH:3][C:2]=1[C:16]1[O:17][CH:18]=[CH:19][CH:20]=1. The yield is 0.980. (2) The reactants are [OH:1][C@H:2]([CH3:37])[C@@H:3]([NH:6][C:7]([C:9]1[NH:10][C:11]([C:14]2[CH:19]=[C:18]([O:20][C:21]3[CH:22]=[N:23][C:24]([S:27]([CH3:30])(=[O:29])=[O:28])=[CH:25][CH:26]=3)[CH:17]=[C:16]([O:31][C@@H:32]([CH3:36])[CH2:33][O:34][CH3:35])[CH:15]=2)=[CH:12][CH:13]=1)=O)[CH2:4][OH:5].CS(O)(=O)=O.C(N(CC)CC)C.C(=O)([O-])O.[Na+]. The catalyst is O1CCCC1. The product is [CH3:35][O:34][CH2:33][C@H:32]([CH3:36])[O:31][C:16]1[CH:15]=[C:14]([C:11]2[NH:10][C:9]([C:7]3[O:5][CH2:4][C@@H:3]([C@H:2]([OH:1])[CH3:37])[N:6]=3)=[CH:13][CH:12]=2)[CH:19]=[C:18]([O:20][C:21]2[CH:22]=[N:23][C:24]([S:27]([CH3:30])(=[O:28])=[O:29])=[CH:25][CH:26]=2)[CH:17]=1. The yield is 0.550.